The task is: Predict the reactants needed to synthesize the given product.. This data is from Full USPTO retrosynthesis dataset with 1.9M reactions from patents (1976-2016). (1) Given the product [Na+:3].[NH2:5][CH2:4][CH:6]([CH2:11][C@H:12]([CH3:16])[CH2:13][CH2:14][CH3:15])[CH2:7][C:8]([O-:10])=[O:9], predict the reactants needed to synthesize it. The reactants are: [H][H].[Na+:3].[C:4]([CH:6]([CH2:11][C@H:12]([CH3:16])[CH2:13][CH2:14][CH3:15])[CH2:7][C:8]([O-:10])=[O:9])#[N:5]. (2) Given the product [CH:18]([N:4]1[CH:5]=[C:6]([C:7]2[CH:12]=[CH:11][N:10]=[C:9]([NH:13][CH2:14][C@@H:15]([OH:17])[CH3:16])[N:8]=2)[C:2]([C:26]2[CH:25]=[N:24][C:23]([NH:22][CH3:21])=[C:28]([CH3:29])[CH:27]=2)=[N:3]1)([CH3:20])[CH3:19], predict the reactants needed to synthesize it. The reactants are: I[C:2]1[C:6]([C:7]2[CH:12]=[CH:11][N:10]=[C:9]([NH:13][CH2:14][C@@H:15]([OH:17])[CH3:16])[N:8]=2)=[CH:5][N:4]([CH:18]([CH3:20])[CH3:19])[N:3]=1.[CH3:21][NH:22][C:23]1[C:28]([CH3:29])=[CH:27][C:26](B2OC(C)(C)C(C)(C)O2)=[CH:25][N:24]=1.C([O-])([O-])=O.[Na+].[Na+].